This data is from Full USPTO retrosynthesis dataset with 1.9M reactions from patents (1976-2016). The task is: Predict the reactants needed to synthesize the given product. (1) Given the product [Cl:1][C:2]1[CH:7]=[CH:6][CH:5]=[CH:4][C:3]=1[S:8]([C@H:11]1[CH2:15][N:14]([C:16]([C:18]2([N:21]3[CH2:22][CH2:23][N:24]([C:36]([O:38][CH3:39])=[O:37])[CH2:25][CH2:26]3)[CH2:19][CH2:20]2)=[O:17])[C@H:13]([C:27](=[O:28])[NH:29][C:30]2([C:33]#[N:34])[CH2:31][CH2:32]2)[CH2:12]1)(=[O:10])=[O:9], predict the reactants needed to synthesize it. The reactants are: [Cl:1][C:2]1[CH:7]=[CH:6][CH:5]=[CH:4][C:3]=1[S:8]([C@H:11]1[CH2:15][N:14]([C:16]([C:18]2([N:21]3[CH2:26][CH2:25][NH:24][CH2:23][CH2:22]3)[CH2:20][CH2:19]2)=[O:17])[C@H:13]([C:27]([NH:29][C:30]2([C:33]#[N:34])[CH2:32][CH2:31]2)=[O:28])[CH2:12]1)(=[O:10])=[O:9].Cl[C:36]([O:38][CH3:39])=[O:37]. (2) Given the product [Cl:22][C:23]1[CH:28]=[C:27]([N+:29]([O-:31])=[O:30])[C:26]([O:32][CH3:33])=[CH:25][C:24]=1[CH2:34][CH2:35][NH:21][CH2:20][C:17]1[CH:16]=[CH:15][C:14]([N:11]2[CH2:10][CH2:9][N:8]([C:6]([O:5][C:1]([CH3:4])([CH3:2])[CH3:3])=[O:7])[CH2:13][CH2:12]2)=[CH:19][CH:18]=1, predict the reactants needed to synthesize it. The reactants are: [C:1]([O:5][C:6]([N:8]1[CH2:13][CH2:12][N:11]([C:14]2[CH:19]=[CH:18][C:17]([CH2:20][NH2:21])=[CH:16][CH:15]=2)[CH2:10][CH2:9]1)=[O:7])([CH3:4])([CH3:3])[CH3:2].[Cl:22][C:23]1[CH:28]=[C:27]([N+:29]([O-:31])=[O:30])[C:26]([O:32][CH3:33])=[CH:25][C:24]=1[CH:34]=[CH2:35].C1(C=CC(O)=CC=1)O. (3) Given the product [C:62]([OH:69])(=[O:68])/[CH:63]=[CH:64]\[C:65]([OH:67])=[O:66].[F:1][C:2]1[CH:7]=[C:6]([F:8])[CH:5]=[CH:4][C:3]=1[C:9]1([CH2:56][N:57]2[CH:61]=[N:60][CH:59]=[N:58]2)[O:13][CH:12]([CH2:14][O:15][C:16]2[CH:21]=[CH:20][C:19]([N:22]3[CH2:27][CH2:26][N:25]([C:28]4[CH:33]=[CH:32][C:31]([N:34]5[C:38](=[O:39])[N:37]([C:40]6[CH:55]=[CH:54][CH:53]=[CH:52][C:41]=6[CH2:42][C@@H:43]([C:49]([OH:51])=[O:50])[NH:44][CH:45]([CH3:48])[CH2:46][CH3:47])[N:36]=[CH:35]5)=[CH:30][CH:29]=4)[CH2:24][CH2:23]3)=[CH:18][CH:17]=2)[CH2:11][O:10]1, predict the reactants needed to synthesize it. The reactants are: [F:1][C:2]1[CH:7]=[C:6]([F:8])[CH:5]=[CH:4][C:3]=1[C:9]1([CH2:56][N:57]2[CH:61]=[N:60][CH:59]=[N:58]2)[O:13][CH:12]([CH2:14][O:15][C:16]2[CH:21]=[CH:20][C:19]([N:22]3[CH2:27][CH2:26][N:25]([C:28]4[CH:33]=[CH:32][C:31]([N:34]5[C:38](=[O:39])[N:37]([C:40]6[CH:55]=[CH:54][CH:53]=[CH:52][C:41]=6[CH2:42][C@@H:43]([C:49]([OH:51])=[O:50])[NH:44][CH:45]([CH3:48])[CH2:46][CH3:47])[N:36]=[CH:35]5)=[CH:30][CH:29]=4)[CH2:24][CH2:23]3)=[CH:18][CH:17]=2)[CH2:11][O:10]1.[C:62]([OH:69])(=[O:68])/[CH:63]=[CH:64]\[C:65]([OH:67])=[O:66]. (4) Given the product [Cl:21][C:14]1[C:15]([F:20])=[CH:16][CH:17]=[C:18]([F:19])[C:13]=1[CH2:12][N:8]1[CH2:9][CH2:10][NH:11][C:5]2[N:4]=[CH:3][C:2]([C:34]3[CH:33]=[CH:32][C:31]([C:29]([N:26]4[CH2:27][CH2:28][N:23]([CH3:22])[CH2:24][CH2:25]4)=[O:30])=[CH:36][CH:35]=3)=[N:7][C:6]1=2, predict the reactants needed to synthesize it. The reactants are: Br[C:2]1[N:7]=[C:6]2[N:8]([CH2:12][C:13]3[C:18]([F:19])=[CH:17][CH:16]=[C:15]([F:20])[C:14]=3[Cl:21])[CH2:9][CH2:10][NH:11][C:5]2=[N:4][CH:3]=1.[CH3:22][N:23]1[CH2:28][CH2:27][N:26]([C:29]([C:31]2[CH:36]=[CH:35][C:34](B3OC(C)(C)C(C)(C)O3)=[CH:33][CH:32]=2)=[O:30])[CH2:25][CH2:24]1. (5) Given the product [Cl:1][C:2]1[CH:3]=[C:4]([N:9]2[CH2:14][CH2:13][O:12][CH2:11][CH2:10]2)[N:5]=[C:6]([NH:32][CH2:31][CH2:30][C:28]2[CH:27]=[CH:26][CH:25]=[C:24]([CH3:23])[N:29]=2)[N:7]=1, predict the reactants needed to synthesize it. The reactants are: [Cl:1][C:2]1[N:7]=[C:6](I)[N:5]=[C:4]([N:9]2[CH2:14][CH2:13][O:12][CH2:11][CH2:10]2)[CH:3]=1.P([O-])([O-])([O-])=O.[K+].[K+].[K+].[CH3:23][C:24]1[N:29]=[C:28]([CH2:30][CH2:31][NH2:32])[CH:27]=[CH:26][CH:25]=1.C(O)CO. (6) Given the product [CH2:17]([O:16][C:14]([N:9]1[CH2:10][CH2:11][C:12]2[N:32]=[C:31]([S:30][CH3:29])[N:33]=[C:5]([OH:4])[C:7]=2[CH2:8]1)=[O:15])[C:18]1[CH:23]=[CH:22][CH:21]=[CH:20][CH:19]=1, predict the reactants needed to synthesize it. The reactants are: [Na].C([O:4][C:5]([CH:7]1[C:12](=O)[CH2:11][CH2:10][N:9]([C:14]([O:16][CH2:17][C:18]2[CH:23]=[CH:22][CH:21]=[CH:20][CH:19]=2)=[O:15])[CH2:8]1)=O)C.S(O)(O)(=O)=O.[CH3:29][S:30][C:31](=[NH:33])[NH2:32]. (7) The reactants are: [Br:1][C:2]1[N:3]=[C:4]([C:7]([OH:9])=O)[S:5][CH:6]=1.CN(C=O)C.C(Cl)(=O)C(Cl)=O.Cl.[NH2:22][C:23]1[CH:28]=[CH:27][CH:26]=[CH:25][C:24]=1[CH2:29][C:30]([O:32][CH3:33])=[O:31].CCN(C(C)C)C(C)C. Given the product [Br:1][C:2]1[N:3]=[C:4]([C:7]([NH:22][C:23]2[CH:28]=[CH:27][CH:26]=[CH:25][C:24]=2[CH2:29][C:30]([O:32][CH3:33])=[O:31])=[O:9])[S:5][CH:6]=1, predict the reactants needed to synthesize it. (8) Given the product [CH:24]1[C:25]2[C:20](=[CH:19][C:18]([C:16]3[S:13][C:12]([CH:11]([CH2:28][C:29]4[CH:34]=[CH:33][CH:32]=[CH:31][CH:30]=4)[CH2:10][CH2:9][NH2:8])=[N:14][N:15]=3)=[CH:27][CH:26]=2)[CH:21]=[CH:22][N:23]=1, predict the reactants needed to synthesize it. The reactants are: C(OC([NH:8][CH2:9][CH2:10][CH:11]([CH2:28][C:29]1[CH:34]=[CH:33][CH:32]=[CH:31][CH:30]=1)[C:12]([NH:14][NH:15][C:16]([C:18]1[CH:19]=[C:20]2[C:25](=[CH:26][CH:27]=1)[CH:24]=[N:23][CH:22]=[CH:21]2)=O)=[S:13])=O)(C)(C)C.C1C2C(=CC(C(NN)=O)=CC=2)C=CN=1.C(OC(NCCC(CC1C=CC=CC=1)C(O)=O)=O)(C)(C)C.F[P-](F)(F)(F)(F)F.N1(OC(N(C)C)=[N+](C)C)C2C=CC=CC=2N=N1.C(N(C(C)C)CC)(C)C.